From a dataset of Full USPTO retrosynthesis dataset with 1.9M reactions from patents (1976-2016). Predict the reactants needed to synthesize the given product. (1) Given the product [C:23]([O:27][C:28](=[O:29])[NH:30][C@H:31]([C:32](=[O:33])[NH:21][C:20]1[C:15]([NH:14][C:9]2[CH:10]=[CH:11][CH:12]=[CH:13][C:8]=2[CH3:22])=[N:16][CH:17]=[CH:18][CH:19]=1)[CH3:35])([CH3:24])([CH3:25])[CH3:26], predict the reactants needed to synthesize it. The reactants are: C(N(CC)CC)C.[C:8]1([CH3:22])[CH:13]=[CH:12][CH:11]=[CH:10][C:9]=1[NH:14][C:15]1[C:20]([NH2:21])=[CH:19][CH:18]=[CH:17][N:16]=1.[C:23]([O:27][C:28]([NH:30][C@@H:31]([CH3:35])[C:32](O)=[O:33])=[O:29])([CH3:26])([CH3:25])[CH3:24].C1C=NC2N(O)N=NC=2C=1.Cl.CN(C)CCCN=C=NCC. (2) Given the product [Cl:1][C:2]1[CH:3]=[C:4]([CH:28]=[CH:29][CH:30]=1)[CH2:5][N:6]([C:12]1[C:17]([C:18]([F:21])([F:20])[F:19])=[CH:16][C:15]([NH2:22])=[CH:14][C:13]=1[NH2:25])[C:7](=[O:11])[O:8][CH2:9][CH3:10], predict the reactants needed to synthesize it. The reactants are: [Cl:1][C:2]1[CH:3]=[C:4]([CH:28]=[CH:29][CH:30]=1)[CH2:5][N:6]([C:12]1[C:17]([C:18]([F:21])([F:20])[F:19])=[CH:16][C:15]([N+:22]([O-])=O)=[CH:14][C:13]=1[N+:25]([O-])=O)[C:7](=[O:11])[O:8][CH2:9][CH3:10]. (3) Given the product [NH2:1][C:2]1[C:11]([C:12]([NH:14][C:15]2[S:19][N:18]=[C:17]([CH3:20])[C:16]=2[CH2:27][N:26]2[CH2:25][CH2:44][O:47][CH2:50][CH2:28]2)=[O:13])=[C:5]2[N:6]=[CH:7][C:8]([F:10])=[CH:9][N:4]2[N:3]=1, predict the reactants needed to synthesize it. The reactants are: [NH2:1][C:2]1[C:11]([C:12]([NH:14][C:15]2[S:19][N:18]=[C:17]([CH3:20])[C:16]=2Br)=[O:13])=[C:5]2[N:6]=[CH:7][C:8]([F:10])=[CH:9][N:4]2[N:3]=1.CN([C:25](ON1N=NC2C=CC=CC1=2)=[N+:26]([CH3:28])[CH3:27])C.[B-](F)(F)(F)F.[C:44](=[O:47])([O-])[O-].[Cs+].[Cs+].[CH:50]1(P(C2CCCCC2)C2C=CC=CC=2C2C(C(C)C)=CC(C(C)C)=CC=2C(C)C)CCCCC1.